This data is from TCR-epitope binding with 47,182 pairs between 192 epitopes and 23,139 TCRs. The task is: Binary Classification. Given a T-cell receptor sequence (or CDR3 region) and an epitope sequence, predict whether binding occurs between them. (1) The epitope is TAFTIPSI. The TCR CDR3 sequence is CASSISYEQYF. Result: 0 (the TCR does not bind to the epitope). (2) The epitope is KLPDDFTGCV. The TCR CDR3 sequence is CSGRQGGVYNEQFF. Result: 1 (the TCR binds to the epitope). (3) The epitope is HLVDFQVTI. The TCR CDR3 sequence is CASSYSPGRNQPQHF. Result: 0 (the TCR does not bind to the epitope).